Dataset: Peptide-MHC class I binding affinity with 185,985 pairs from IEDB/IMGT. Task: Regression. Given a peptide amino acid sequence and an MHC pseudo amino acid sequence, predict their binding affinity value. This is MHC class I binding data. (1) The peptide sequence is GSEELRSLY. The MHC is HLA-B08:01 with pseudo-sequence HLA-B08:01. The binding affinity (normalized) is 0.469. (2) The peptide sequence is LPNRRHHLI. The MHC is HLA-A02:19 with pseudo-sequence HLA-A02:19. The binding affinity (normalized) is 0.0847. (3) The peptide sequence is CLSDEINHV. The MHC is HLA-A24:03 with pseudo-sequence HLA-A24:03. The binding affinity (normalized) is 0.0847. (4) The peptide sequence is QQSEARRML. The binding affinity (normalized) is 0.447. The MHC is HLA-B07:02 with pseudo-sequence HLA-B07:02. (5) The peptide sequence is EKRCRRTVV. The MHC is HLA-B08:01 with pseudo-sequence HLA-B08:01. The binding affinity (normalized) is 0.416. (6) The peptide sequence is NSDEQSLEY. The MHC is HLA-A01:01 with pseudo-sequence HLA-A01:01. The binding affinity (normalized) is 1.00. (7) The binding affinity (normalized) is 0. The MHC is HLA-A26:01 with pseudo-sequence HLA-A26:01. The peptide sequence is AFEDLRVSSF.